From a dataset of Reaction yield outcomes from USPTO patents with 853,638 reactions. Predict the reaction yield, written as a fraction of the theoretical maximum amount of product (1.0 means a 100% yield; for example, 0.34 means a 34% yield). (1) The reactants are [CH2:1]([O:3][C:4]1[CH:9]=[CH:8][C:7]([C:10]([NH:12][NH2:13])=[O:11])=[CH:6][CH:5]=1)[CH3:2].[N-:14]=[C:15]=[S:16].[Br:17][C:18]1[CH:23]=[CH:22][CH:21]=[CH:20][C:19]=1[Cl:24]. No catalyst specified. The product is [Br:17][C:18]1[CH:23]=[CH:22][C:21]([NH:14][C:15]([NH:13][NH:12][C:10]([C:7]2[CH:8]=[CH:9][C:4]([O:3][CH2:1][CH3:2])=[CH:5][CH:6]=2)=[O:11])=[S:16])=[CH:20][C:19]=1[Cl:24]. The yield is 0.920. (2) The reactants are Cl[C:2]1[CH:3]=[C:4]([CH:8]=[CH:9][CH:10]=1)[C:5]([OH:7])=[O:6].[CH:11]([C:13]1[CH:18]=[CH:17][CH:16]=[CH:15][C:14]=1B(O)O)=[O:12].C([O-])([O-])=O.[K+].[K+]. The catalyst is CC([O-])=O.CC([O-])=O.[Pd+2].C1(P(C2CCCCC2)C2C=CC=CC=2C2C(OC)=CC=C(S([O-])(=O)=O)C=2OC)CCCCC1.[Na+].O. The product is [OH2:6].[CH:11]([C:13]1[CH:18]=[CH:17][CH:16]=[CH:15][C:14]=1[C:2]1[CH:10]=[CH:9][CH:8]=[C:4]([C:5]([OH:7])=[O:6])[CH:3]=1)=[O:12]. The yield is 0.850. (3) The reactants are F[C:2]1[C:3]([CH3:22])=[N:4][C:5]2[C:10]([N:11]=1)=[C:9]([C:12]1[NH:21][C:15]3[N:16]=[CH:17][NH:18][C:19](=[O:20])[C:14]=3[CH:13]=1)[CH:8]=[CH:7][CH:6]=2.[C:23]([NH2:27])([CH3:26])([CH3:25])[CH3:24]. The catalyst is CS(C)=O. The product is [C:23]([NH:27][C:2]1[C:3]([CH3:22])=[N:4][C:5]2[C:10]([N:11]=1)=[C:9]([C:12]1[NH:21][C:15]3[N:16]=[CH:17][NH:18][C:19](=[O:20])[C:14]=3[CH:13]=1)[CH:8]=[CH:7][CH:6]=2)([CH3:26])([CH3:25])[CH3:24]. The yield is 0.180. (4) The reactants are [CH3:1][O:2][C:3]1[CH:8]=[CH:7][C:6]([S:9]([C:12]([CH2:19][C:20]2[CH:21]=[N:22][CH:23]=[CH:24][CH:25]=2)([CH2:16][C:17]#[CH:18])[C:13](O)=[O:14])(=[O:11])=[O:10])=[CH:5][CH:4]=1.Cl.[NH2:27][OH:28]. No catalyst specified. The product is [OH:28][NH:27][C:13](=[O:14])[C:12]([S:9]([C:6]1[CH:7]=[CH:8][C:3]([O:2][CH3:1])=[CH:4][CH:5]=1)(=[O:11])=[O:10])([CH2:19][C:20]1[CH:21]=[N:22][CH:23]=[CH:24][CH:25]=1)[CH2:16][C:17]#[CH:18]. The yield is 0.250. (5) The reactants are [F:1][C:2]1[CH:3]=[C:4]2[C:9](=[C:10]([NH2:12])[CH:11]=1)[N:8]=[CH:7][CH:6]=[CH:5]2.[C:13]1([S:19](Cl)(=[O:21])=[O:20])[CH:18]=[CH:17][CH:16]=[CH:15][CH:14]=1. The catalyst is CN(C1C=CN=CC=1)C. The product is [F:1][C:2]1[CH:3]=[C:4]2[C:9](=[C:10]([NH:12][S:19]([C:13]3[CH:18]=[CH:17][CH:16]=[CH:15][CH:14]=3)(=[O:21])=[O:20])[CH:11]=1)[N:8]=[CH:7][CH:6]=[CH:5]2. The yield is 0.360. (6) The reactants are [NH2:1][C:2]1[C:3]2[C:13]([O:14][CH2:15][CH3:16])=[CH:12][C:11]([N:17]3[CH2:22][CH2:21][CH:20]([NH2:23])[CH2:19][CH2:18]3)=[CH:10][C:4]=2[S:5][C:6]=1[C:7]([NH2:9])=[O:8].[C:24](=[O:27])([O-])[O-:25].[K+].[K+]. The catalyst is CN(C=O)C.CO.O. The product is [C:3]([O:25][C:24](=[O:27])[NH:23][CH:20]1[CH2:19][CH2:18][N:17]([C:11]2[CH:12]=[C:13]([O:14][CH2:15][CH3:16])[C:3]3[C:2]([NH2:1])=[C:6]([C:7](=[O:8])[NH2:9])[S:5][C:4]=3[CH:10]=2)[CH2:22][CH2:21]1)([CH3:13])([CH3:4])[CH3:2]. The yield is 0.250.